The task is: Predict the reaction yield, written as a fraction of the theoretical maximum amount of product (1.0 means a 100% yield; for example, 0.34 means a 34% yield).. This data is from Reaction yield outcomes from USPTO patents with 853,638 reactions. (1) The reactants are [CH3:1][N:2]([CH3:6])[CH2:3][CH2:4][OH:5].F[C:8]1[CH:13]=[C:12]([C:14]([F:17])([F:16])[F:15])[CH:11]=[C:10]([N+:18]([O-:20])=[O:19])[CH:9]=1.C([O-])([O-])=O.[K+].[K+]. The catalyst is CN(C=O)C. The product is [CH3:1][N:2]([CH3:6])[CH2:3][CH2:4][O:5][C:8]1[CH:13]=[C:12]([C:14]([F:16])([F:17])[F:15])[CH:11]=[C:10]([N+:18]([O-:20])=[O:19])[CH:9]=1. The yield is 0.282. (2) The reactants are O[CH:2]1[C:11]2[C:6](=[CH:7][CH:8]=[CH:9][CH:10]=2)[N:5]([C:12]([C:14]2[CH:19]=[CH:18][CH:17]=[C:16]([O:20][CH3:21])[CH:15]=2)=[O:13])[C:4]([CH3:23])([CH3:22])[CH2:3]1.I[Si](C)(C)C.[NH2:29][C:30]1[CH:35]=[CH:34][CH:33]=[CH:32][CH:31]=1. The catalyst is ClCCl. The product is [CH3:23][C:4]1([CH3:22])[CH2:3][CH:2]([NH:29][C:30]2[CH:35]=[CH:34][CH:33]=[CH:32][CH:31]=2)[C:11]2[C:6](=[CH:7][CH:8]=[CH:9][CH:10]=2)[N:5]1[C:12]([C:14]1[CH:19]=[CH:18][CH:17]=[C:16]([O:20][CH3:21])[CH:15]=1)=[O:13]. The yield is 0.240. (3) The reactants are Br[C:2]1[N:16]([CH2:17][C:18]2[CH:23]=[CH:22][C:21]([F:24])=[CH:20][CH:19]=2)[C:5]2=[CH:6][N:7]=[C:8]([C:11]([O:13][CH2:14][CH3:15])=[O:12])[C:9]([OH:10])=[C:4]2[C:3]=1Br. The catalyst is C(O)C.[Pd]. The product is [F:24][C:21]1[CH:20]=[CH:19][C:18]([CH2:17][N:16]2[C:5]3=[CH:6][N:7]=[C:8]([C:11]([O:13][CH2:14][CH3:15])=[O:12])[C:9]([OH:10])=[C:4]3[CH:3]=[CH:2]2)=[CH:23][CH:22]=1. The yield is 0.980. (4) The reactants are [Cl:1][C:2]1[C:11]2[N:10](C)C(=O)O[C:7](=[O:14])[C:6]=2[CH:5]=[CH:4][CH:3]=1.[C:15]([NH:22][CH2:23][CH2:24][NH2:25])([O:17][C:18]([CH3:21])([CH3:20])[CH3:19])=[O:16]. No catalyst specified. The product is [C:18]([O:17][C:15](=[O:16])[NH:22][CH2:23][CH2:24][NH:25][C:7](=[O:14])[C:6]1[CH:5]=[CH:4][CH:3]=[C:2]([Cl:1])[C:11]=1[NH2:10])([CH3:21])([CH3:19])[CH3:20]. The yield is 0.840.